Dataset: Kir2.1 potassium channel HTS with 301,493 compounds. Task: Binary Classification. Given a drug SMILES string, predict its activity (active/inactive) in a high-throughput screening assay against a specified biological target. (1) The drug is O=C(NN\C=C1/C=C([N+]([O-])=O)C=CC1=O)C1CCCCC1. The result is 0 (inactive). (2) The compound is Clc1cc(/N=C2/SC(CC(=O)N2CC)C(=O)NCC)cc(Cl)c1O. The result is 0 (inactive). (3) The drug is S(=O)(=O)(N1CCN(CC1)c1cc(ccc1)C(F)(F)F)c1sc(cc1)c1onc(c1)C. The result is 0 (inactive). (4) The drug is S(=O)(=O)(N1CCN(CC1)C)c1cc(c(OC)cc1)C. The result is 0 (inactive). (5) The drug is S(c1n(c(nn1)C(C)C)CCC)CC(=O)Nc1c(cccc1C)C. The result is 0 (inactive). (6) The drug is Brc1cc2c(cc(nc2cc1)c1cccnc1)C(=O)Nc1ccc(C(=O)N2CCOCC2)cc1. The result is 0 (inactive). (7) The drug is Clc1ccc(C(=O)COC(=O)CCNS(=O)(=O)c2ccccc2)cc1. The result is 0 (inactive). (8) The result is 0 (inactive). The drug is S(CNC(=O)c1ccc(F)cc1)c1nc(SCNC(=O)c2ccc(F)cc2)ncc1. (9) The molecule is O(c1cc2[nH]c(nc(=O)c2cc1OC)CN(Cc1[nH]c2c(c(=O)n1)cccc2)C)C. The result is 0 (inactive). (10) The result is 0 (inactive). The compound is s1c(NC(=O)c2oc3c(c2C)ccc2c3cccc2)nnc1C.